From a dataset of HIV replication inhibition screening data with 41,000+ compounds from the AIDS Antiviral Screen. Binary Classification. Given a drug SMILES string, predict its activity (active/inactive) in a high-throughput screening assay against a specified biological target. (1) The result is 1 (active). The compound is COc1ccc(C2SC(=N)Nc3c2c(C)nn3C(=O)Cc2ccccc2)cc1. (2) The result is 0 (inactive). The drug is CCOC(=O)C1N(S(=O)(=O)c2ccc(C)cc2)CCC12c1ccccc1N(C(C)=O)C2c1ccc(OC)c(OC)c1. (3) The molecule is COc1ccc(CC(CC(=O)O)NC(C)=O)cc1. The result is 0 (inactive). (4) The drug is Nn1c(Cc2ccc(Cl)cc2)n[nH]c1=O. The result is 0 (inactive). (5) The drug is CC(=Cc1cc(=O)n(C)c2ccccc12)[N+](=O)[O-]. The result is 0 (inactive). (6) The drug is O=C(Sc1sc(=S)sc1SC(=O)c1ccccc1)c1ccccc1. The result is 0 (inactive).